This data is from NCI-60 drug combinations with 297,098 pairs across 59 cell lines. The task is: Regression. Given two drug SMILES strings and cell line genomic features, predict the synergy score measuring deviation from expected non-interaction effect. (1) Drug 1: C1CN1C2=NC(=NC(=N2)N3CC3)N4CC4. Drug 2: CC12CCC3C(C1CCC2O)C(CC4=C3C=CC(=C4)O)CCCCCCCCCS(=O)CCCC(C(F)(F)F)(F)F. Cell line: SNB-19. Synergy scores: CSS=35.3, Synergy_ZIP=-9.39, Synergy_Bliss=-2.92, Synergy_Loewe=-14.6, Synergy_HSA=-1.84. (2) Drug 1: C1CCN(CC1)CCOC2=CC=C(C=C2)C(=O)C3=C(SC4=C3C=CC(=C4)O)C5=CC=C(C=C5)O. Drug 2: C1=CC=C(C(=C1)C(C2=CC=C(C=C2)Cl)C(Cl)Cl)Cl. Cell line: KM12. Synergy scores: CSS=7.68, Synergy_ZIP=-1.20, Synergy_Bliss=-1.43, Synergy_Loewe=-7.14, Synergy_HSA=-6.60. (3) Cell line: CAKI-1. Synergy scores: CSS=35.2, Synergy_ZIP=-12.1, Synergy_Bliss=-10.1, Synergy_Loewe=-14.5, Synergy_HSA=-6.59. Drug 1: C1CN1C2=NC(=NC(=N2)N3CC3)N4CC4. Drug 2: CN(CCCl)CCCl.Cl. (4) Drug 1: CC1=C(C(=CC=C1)Cl)NC(=O)C2=CN=C(S2)NC3=CC(=NC(=N3)C)N4CCN(CC4)CCO. Drug 2: CCC1(CC2CC(C3=C(CCN(C2)C1)C4=CC=CC=C4N3)(C5=C(C=C6C(=C5)C78CCN9C7C(C=CC9)(C(C(C8N6C)(C(=O)OC)O)OC(=O)C)CC)OC)C(=O)OC)O.OS(=O)(=O)O. Cell line: LOX IMVI. Synergy scores: CSS=1.11, Synergy_ZIP=0.301, Synergy_Bliss=2.89, Synergy_Loewe=-6.34, Synergy_HSA=-2.28. (5) Synergy scores: CSS=19.5, Synergy_ZIP=-4.70, Synergy_Bliss=2.20, Synergy_Loewe=-26.6, Synergy_HSA=-0.961. Cell line: RXF 393. Drug 2: CCC1(C2=C(COC1=O)C(=O)N3CC4=CC5=C(C=CC(=C5CN(C)C)O)N=C4C3=C2)O.Cl. Drug 1: C1=CN(C(=O)N=C1N)C2C(C(C(O2)CO)O)O.Cl. (6) Drug 1: CC(CN1CC(=O)NC(=O)C1)N2CC(=O)NC(=O)C2. Drug 2: COC1=NC(=NC2=C1N=CN2C3C(C(C(O3)CO)O)O)N. Cell line: HT29. Synergy scores: CSS=31.7, Synergy_ZIP=-0.847, Synergy_Bliss=4.04, Synergy_Loewe=-5.53, Synergy_HSA=2.59.